Predict the reaction yield, written as a fraction of the theoretical maximum amount of product (1.0 means a 100% yield; for example, 0.34 means a 34% yield). From a dataset of Reaction yield outcomes from USPTO patents with 853,638 reactions. The catalyst is C(O)(=O)C.O1CCCC1. The product is [CH:31]1([N:30]2[C:16]3=[N:17][CH:18]=[C:19]([C:21]4[N:25]([CH2:26][CH2:27][C:28]#[N:29])[N:24]=[N:23][N:22]=4)[CH:20]=[C:15]3[N:14]=[C:13]2[C:10]2[CH:9]=[CH:8][C:7]([OH:6])=[CH:12][CH:11]=2)[CH2:36][CH2:35][CH2:34][CH2:33][CH2:32]1. The yield is 0.890. The reactants are C([Si](C)(C)[O:6][C:7]1[CH:12]=[CH:11][C:10]([C:13]2[N:30]([CH:31]3[CH2:36][CH2:35][CH2:34][CH2:33][CH2:32]3)[C:16]3=[N:17][CH:18]=[C:19]([C:21]4[N:25]([CH2:26][CH2:27][C:28]#[N:29])[N:24]=[N:23][N:22]=4)[CH:20]=[C:15]3[N:14]=2)=[CH:9][CH:8]=1)(C)(C)C.O.C(OCC)(=O)C.